From a dataset of Catalyst prediction with 721,799 reactions and 888 catalyst types from USPTO. Predict which catalyst facilitates the given reaction. Reactant: C[O:2][C:3](=[O:43])[C:4]1[CH:9]=[CH:8][C:7]([NH:10][C:11]([C@@H:13]2[NH:17][C@@H:16]([CH2:18][C:19]([CH3:22])([CH3:21])[CH3:20])[C@:15]3([C:30]4[C:25](=[CH:26][C:27]([Br:31])=[CH:28][CH:29]=4)[NH:24][C:23]3=[O:32])[C@H:14]2[C:33]2[CH:38]=[CH:37][CH:36]=[C:35]([Cl:39])[C:34]=2[F:40])=[O:12])=[C:6]([O:41][CH3:42])[CH:5]=1.[OH-].[Na+].Cl. Product: [Br:31][C:27]1[CH:26]=[C:25]2[NH:24][C:23](=[O:32])[C@:15]3([C@@H:14]([C:33]4[CH:38]=[CH:37][CH:36]=[C:35]([Cl:39])[C:34]=4[F:40])[C@H:13]([C:11]([NH:10][C:7]4[CH:8]=[CH:9][C:4]([C:3]([OH:43])=[O:2])=[CH:5][C:6]=4[O:41][CH3:42])=[O:12])[NH:17][C@H:16]3[CH2:18][C:19]([CH3:21])([CH3:20])[CH3:22])[C:30]2=[CH:29][CH:28]=1. The catalyst class is: 200.